This data is from Forward reaction prediction with 1.9M reactions from USPTO patents (1976-2016). The task is: Predict the product of the given reaction. Given the reactants [Cl:1][C:2]1[CH:34]=[CH:33][C:5]([CH2:6][N:7]2[C:12](=[O:13])[CH:11]=[CH:10][C:9]([C:14]3[CH:19]=[CH:18][C:17]([N:20]([CH2:28][CH2:29][N:30]([CH3:32])[CH3:31])C(=O)OC(C)(C)C)=[CH:16][CH:15]=3)=[CH:8]2)=[CH:4][CH:3]=1.C(O)(C(F)(F)F)=O, predict the reaction product. The product is: [Cl:1][C:2]1[CH:3]=[CH:4][C:5]([CH2:6][N:7]2[CH:8]=[C:9]([C:14]3[CH:19]=[CH:18][C:17]([NH:20][CH2:28][CH2:29][N:30]([CH3:31])[CH3:32])=[CH:16][CH:15]=3)[CH:10]=[CH:11][C:12]2=[O:13])=[CH:33][CH:34]=1.